This data is from Forward reaction prediction with 1.9M reactions from USPTO patents (1976-2016). The task is: Predict the product of the given reaction. (1) Given the reactants [NH2:1][C:2]1[CH:7]=[CH:6][C:5]([Br:8])=[CH:4][C:3]=1[NH:9][C:10](=O)[CH2:11][C:12]1[CH:13]=[N:14][CH:15]=[N:16][CH:17]=1, predict the reaction product. The product is: [Br:8][C:5]1[CH:6]=[CH:7][C:2]2[NH:1][C:10]([CH2:11][C:12]3[CH:13]=[N:14][CH:15]=[N:16][CH:17]=3)=[N:9][C:3]=2[CH:4]=1. (2) Given the reactants [F:1][C:2]1[CH:7]=[C:6]([F:8])[CH:5]=[CH:4][C:3]=1[C:9](=[CH2:15])[CH2:10][CH2:11][C:12]([OH:14])=O.C(Cl)(=O)C(C)(C)C.[C:23]1([C@@H:29]2[CH2:33][O:32][C:31](=[O:34])[NH:30]2)[CH:28]=[CH:27][CH:26]=[CH:25][CH:24]=1.S(=O)(=O)(O)O, predict the reaction product. The product is: [F:1][C:2]1[CH:7]=[C:6]([F:8])[CH:5]=[CH:4][C:3]=1[C:9](=[CH2:15])[CH2:10][CH2:11][C:12]([N:30]1[C@H:29]([C:23]2[CH:28]=[CH:27][CH:26]=[CH:25][CH:24]=2)[CH2:33][O:32][C:31]1=[O:34])=[O:14].